Dataset: Catalyst prediction with 721,799 reactions and 888 catalyst types from USPTO. Task: Predict which catalyst facilitates the given reaction. Reactant: [Cl:1][C:2]1[CH:3]=[C:4]([S:9]([NH:12][C:13]2[CH:14]=[N:15][CH:16]=[C:17]([Cl:20])[C:18]=2[OH:19])(=[O:11])=[O:10])[CH:5]=[C:6](Cl)[CH:7]=1.ClC1C=C(S(Cl)(=O)=O)C=CC=1[O:28][C:29]([F:32])([F:31])[F:30].ClC1C=C(S(Cl)(=O)=O)C=C(Cl)C=1. Product: [Cl:1][C:2]1[CH:3]=[C:4]([S:9]([NH:12][C:13]2[CH:14]=[N:15][CH:16]=[C:17]([Cl:20])[C:18]=2[OH:19])(=[O:11])=[O:10])[CH:5]=[CH:6][C:7]=1[O:28][C:29]([F:32])([F:31])[F:30]. The catalyst class is: 142.